This data is from NCI-60 drug combinations with 297,098 pairs across 59 cell lines. The task is: Regression. Given two drug SMILES strings and cell line genomic features, predict the synergy score measuring deviation from expected non-interaction effect. (1) Drug 1: CS(=O)(=O)C1=CC(=C(C=C1)C(=O)NC2=CC(=C(C=C2)Cl)C3=CC=CC=N3)Cl. Drug 2: CCC1=CC2CC(C3=C(CN(C2)C1)C4=CC=CC=C4N3)(C5=C(C=C6C(=C5)C78CCN9C7C(C=CC9)(C(C(C8N6C)(C(=O)OC)O)OC(=O)C)CC)OC)C(=O)OC.C(C(C(=O)O)O)(C(=O)O)O. Cell line: SF-295. Synergy scores: CSS=59.6, Synergy_ZIP=7.61, Synergy_Bliss=10.5, Synergy_Loewe=-8.88, Synergy_HSA=12.2. (2) Drug 1: C1C(C(OC1N2C=NC3=C(N=C(N=C32)Cl)N)CO)O. Cell line: LOX IMVI. Synergy scores: CSS=39.2, Synergy_ZIP=-5.13, Synergy_Bliss=-1.66, Synergy_Loewe=-7.35, Synergy_HSA=-1.58. Drug 2: CC1=C2C(C(=O)C3(C(CC4C(C3C(C(C2(C)C)(CC1OC(=O)C(C(C5=CC=CC=C5)NC(=O)C6=CC=CC=C6)O)O)OC(=O)C7=CC=CC=C7)(CO4)OC(=O)C)O)C)OC(=O)C. (3) Drug 1: CC(C)CN1C=NC2=C1C3=CC=CC=C3N=C2N. Drug 2: CC12CCC3C(C1CCC2OP(=O)(O)O)CCC4=C3C=CC(=C4)OC(=O)N(CCCl)CCCl.[Na+]. Cell line: HCT-15. Synergy scores: CSS=8.65, Synergy_ZIP=2.63, Synergy_Bliss=13.0, Synergy_Loewe=2.38, Synergy_HSA=3.55.